This data is from HIV replication inhibition screening data with 41,000+ compounds from the AIDS Antiviral Screen. The task is: Binary Classification. Given a drug SMILES string, predict its activity (active/inactive) in a high-throughput screening assay against a specified biological target. (1) The compound is O=[Sb](O)(O)c1ccccc1. The result is 0 (inactive). (2) The result is 0 (inactive). The compound is CCCNC(=O)Cn1c(C)cc2ccccc21. (3) The drug is C=CC[N+](CC)(CC)Cc1ccc(C[N+](CC)(CC)CC=C)cc1. The result is 0 (inactive).